Dataset: Reaction yield outcomes from USPTO patents with 853,638 reactions. Task: Predict the reaction yield, written as a fraction of the theoretical maximum amount of product (1.0 means a 100% yield; for example, 0.34 means a 34% yield). (1) The reactants are [N+:1]([C:4]1[CH:12]=[C:11]2[C:7]([CH:8]=[CH:9][NH:10]2)=[CH:6][CH:5]=1)([O-:3])=[O:2].[C:13]([O-])([O-])=O.[K+].[K+].CI.O. The catalyst is CN(C=O)C. The product is [CH3:13][N:10]1[C:11]2[C:7](=[CH:6][CH:5]=[C:4]([N+:1]([O-:3])=[O:2])[CH:12]=2)[CH:8]=[CH:9]1. The yield is 0.980. (2) The reactants are CC(C)([O-])C.[K+].[F:7][C:8]1[CH:18]=[CH:17][C:11]2[NH:12][C:13](=O)[CH2:14][O:15][C:10]=2[C:9]=1[CH2:19][CH2:20][N:21]1[CH2:26][CH2:25][N:24]([C:27]2[CH:36]=[CH:35][CH:34]=[C:33]3[C:28]=2[CH:29]=[N:30][C:31]([CH3:37])=[N:32]3)[CH2:23][CH2:22]1.C(OP(Cl)(OCC)=O)C.[N+:47]([CH2:49][C:50]([O:52][CH2:53][CH3:54])=[O:51])#[C-:48]. The catalyst is C1COCC1.[Cl-].[Na+].O. The product is [F:7][C:8]1[CH:18]=[CH:17][C:11]2[N:12]3[CH:48]=[N:47][C:49]([C:50]([O:52][CH2:53][CH3:54])=[O:51])=[C:13]3[CH2:14][O:15][C:10]=2[C:9]=1[CH2:19][CH2:20][N:21]1[CH2:26][CH2:25][N:24]([C:27]2[CH:36]=[CH:35][CH:34]=[C:33]3[C:28]=2[CH:29]=[N:30][C:31]([CH3:37])=[N:32]3)[CH2:23][CH2:22]1. The yield is 0.200. (3) The reactants are C1(C2C=CC=CC=2)C=CC=CC=1.C(OC([N:20]1[CH2:25][CH2:24][N:23]([S:26]([C:29]2[C:34]([Cl:35])=[CH:33][CH:32]=[C:31]([NH:36][C:37]3[C:40](=[O:41])[C:39](=[O:42])[C:38]=3Cl)[C:30]=2[OH:44])(=[O:28])=[O:27])[CH2:22][CH2:21]1)=O)(C)(C)C.[NH2:45][C:46]1[CH:51]=[CH:50][CH:49]=[CH:48][CH:47]=1. The catalyst is CN(C=O)C. The product is [Cl:35][C:34]1[CH:33]=[CH:32][C:31]([NH:36][C:37]2[C:40](=[O:41])[C:39](=[O:42])[C:38]=2[NH:45][C:46]2[CH:51]=[CH:50][CH:49]=[CH:48][CH:47]=2)=[C:30]([OH:44])[C:29]=1[S:26]([N:23]1[CH2:24][CH2:25][NH:20][CH2:21][CH2:22]1)(=[O:28])=[O:27]. The yield is 0.250. (4) The reactants are C(N(CC)CC)C.[CH:8]([O:10][CH2:11][CH2:12][CH2:13][CH3:14])=[CH2:9].[Cl:15][C:16]1[N:21]=[C:20](Cl)[C:19]([CH3:23])=[CH:18][N:17]=1. The catalyst is C(O[Pd]OC(=O)C)(=O)C. The product is [CH2:11]([O:10]/[CH:8]=[CH:9]/[C:20]1[C:19]([CH3:23])=[CH:18][N:17]=[C:16]([Cl:15])[N:21]=1)[CH2:12][CH2:13][CH3:14]. The yield is 0.550.